From a dataset of Forward reaction prediction with 1.9M reactions from USPTO patents (1976-2016). Predict the product of the given reaction. The product is: [C:2]1([C:43]2[CH:48]=[CH:47][CH:46]=[CH:45][CH:44]=2)[CH:36]=[CH:35][CH:34]=[C:4]([CH2:5][N:6]2[C:11](=[O:12])[C:10]([C:13]([NH:15][CH2:16][C:17]([OH:19])=[O:18])=[O:14])=[C:9]([OH:24])[C:8]3[CH2:25][N:26]([C:28](=[O:33])[CH2:29][CH2:30][CH:31]=[CH2:32])[CH2:27][C:7]2=3)[CH:3]=1. Given the reactants Br[C:2]1[CH:3]=[C:4]([CH:34]=[CH:35][CH:36]=1)[CH2:5][N:6]1[C:11](=[O:12])[C:10]([C:13]([NH:15][CH2:16][C:17]([O:19]C(C)(C)C)=[O:18])=[O:14])=[C:9]([OH:24])[C:8]2[CH2:25][N:26]([C:28](=[O:33])[CH2:29][CH2:30][CH:31]=[CH2:32])[CH2:27][C:7]1=2.C([O-])([O-])=O.[Na+].[Na+].[C:43]1(B(O)O)[CH:48]=[CH:47][CH:46]=[CH:45][CH:44]=1, predict the reaction product.